Dataset: NCI-60 drug combinations with 297,098 pairs across 59 cell lines. Task: Regression. Given two drug SMILES strings and cell line genomic features, predict the synergy score measuring deviation from expected non-interaction effect. (1) Drug 1: CC1=C(C=C(C=C1)NC2=NC=CC(=N2)N(C)C3=CC4=NN(C(=C4C=C3)C)C)S(=O)(=O)N.Cl. Drug 2: C1CCC(CC1)NC(=O)N(CCCl)N=O. Cell line: HCT-15. Synergy scores: CSS=30.2, Synergy_ZIP=-5.93, Synergy_Bliss=4.22, Synergy_Loewe=2.23, Synergy_HSA=2.18. (2) Drug 1: C1CC(C1)(C(=O)O)C(=O)O.[NH2-].[NH2-].[Pt+2]. Drug 2: CC1C(C(CC(O1)OC2CC(CC3=C2C(=C4C(=C3O)C(=O)C5=CC=CC=C5C4=O)O)(C(=O)C)O)N)O. Cell line: MALME-3M. Synergy scores: CSS=61.6, Synergy_ZIP=-9.50, Synergy_Bliss=-9.42, Synergy_Loewe=-7.31, Synergy_HSA=-5.76. (3) Drug 1: CC1=C(C=C(C=C1)NC(=O)C2=CC=C(C=C2)CN3CCN(CC3)C)NC4=NC=CC(=N4)C5=CN=CC=C5. Drug 2: COC1=C2C(=CC3=C1OC=C3)C=CC(=O)O2. Cell line: LOX IMVI. Synergy scores: CSS=-1.45, Synergy_ZIP=9.47, Synergy_Bliss=7.75, Synergy_Loewe=-0.413, Synergy_HSA=-0.610. (4) Drug 1: C1CCN(CC1)CCOC2=CC=C(C=C2)C(=O)C3=C(SC4=C3C=CC(=C4)O)C5=CC=C(C=C5)O. Drug 2: CCCCC(=O)OCC(=O)C1(CC(C2=C(C1)C(=C3C(=C2O)C(=O)C4=C(C3=O)C=CC=C4OC)O)OC5CC(C(C(O5)C)O)NC(=O)C(F)(F)F)O. Cell line: MDA-MB-435. Synergy scores: CSS=-2.95, Synergy_ZIP=4.32, Synergy_Bliss=2.72, Synergy_Loewe=-1.40, Synergy_HSA=-4.44. (5) Drug 1: CN(C)N=NC1=C(NC=N1)C(=O)N. Drug 2: CC1=C(N=C(N=C1N)C(CC(=O)N)NCC(C(=O)N)N)C(=O)NC(C(C2=CN=CN2)OC3C(C(C(C(O3)CO)O)O)OC4C(C(C(C(O4)CO)O)OC(=O)N)O)C(=O)NC(C)C(C(C)C(=O)NC(C(C)O)C(=O)NCCC5=NC(=CS5)C6=NC(=CS6)C(=O)NCCC[S+](C)C)O. Cell line: SF-295. Synergy scores: CSS=30.3, Synergy_ZIP=-9.29, Synergy_Bliss=-2.15, Synergy_Loewe=0.00864, Synergy_HSA=1.09. (6) Drug 1: CCCCC(=O)OCC(=O)C1(CC(C2=C(C1)C(=C3C(=C2O)C(=O)C4=C(C3=O)C=CC=C4OC)O)OC5CC(C(C(O5)C)O)NC(=O)C(F)(F)F)O. Cell line: SK-MEL-5. Synergy scores: CSS=89.9, Synergy_ZIP=7.88, Synergy_Bliss=7.21, Synergy_Loewe=2.68, Synergy_HSA=9.37. Drug 2: B(C(CC(C)C)NC(=O)C(CC1=CC=CC=C1)NC(=O)C2=NC=CN=C2)(O)O.